This data is from Peptide-MHC class I binding affinity with 185,985 pairs from IEDB/IMGT. The task is: Regression. Given a peptide amino acid sequence and an MHC pseudo amino acid sequence, predict their binding affinity value. This is MHC class I binding data. (1) The peptide sequence is RVRAYTYSK. The binding affinity (normalized) is 0. The MHC is HLA-A29:02 with pseudo-sequence HLA-A29:02. (2) The peptide sequence is LLILGLIFFV. The MHC is H-2-Db with pseudo-sequence H-2-Db. The binding affinity (normalized) is 0.0117. (3) The binding affinity (normalized) is 0. The peptide sequence is RSLFNTVATLY. The MHC is HLA-B35:01 with pseudo-sequence HLA-B35:01. (4) The peptide sequence is KLVDFRELNK. The MHC is Mamu-B8301 with pseudo-sequence Mamu-B8301. The binding affinity (normalized) is 0.446.